Dataset: Forward reaction prediction with 1.9M reactions from USPTO patents (1976-2016). Task: Predict the product of the given reaction. (1) Given the reactants Cl.C(=[N:15][C:16]1[CH:17]=[C:18]([C:22]2([CH3:32])[N:27]=[C:26]([NH2:28])[CH2:25][N:24]3[N:29]=[CH:30][CH:31]=[C:23]23)[CH:19]=[CH:20][CH:21]=1)(C1C=CC=CC=1)C1C=CC=CC=1.CCOCC, predict the reaction product. The product is: [NH2:15][C:16]1[CH:17]=[C:18]([C:22]2([CH3:32])[N:27]=[C:26]([NH2:28])[CH2:25][N:24]3[N:29]=[CH:30][CH:31]=[C:23]23)[CH:19]=[CH:20][CH:21]=1. (2) Given the reactants Cl[C:2]1[N:3]=[N:4][C:5]([Cl:15])=[CH:6][C:7]=1[C:8]([O:10][C:11]([CH3:14])([CH3:13])[CH3:12])=[O:9].[NH2:16][NH2:17], predict the reaction product. The product is: [Cl:15][C:5]1[N:4]=[N:3][C:2]([NH:16][NH2:17])=[C:7]([C:8]([O:10][C:11]([CH3:14])([CH3:13])[CH3:12])=[O:9])[CH:6]=1. (3) Given the reactants [CH:1]1([N:6]2[CH2:12][C:11]3([CH2:15][CH2:14][CH2:13]3)[C:10](=[O:16])[N:9]([CH3:17])[C:8]3[CH:18]=[N:19][C:20]([NH:22][C:23]4[CH:31]=[CH:30][C:26]([C:27]([OH:29])=O)=[CH:25][C:24]=4[O:32][CH3:33])=[N:21][C:7]2=3)[CH2:5][CH2:4][CH2:3][CH2:2]1.[CH:34]1([NH:39][CH2:40][C:41]2(C(OCC)=O)[CH2:44][CH2:43][CH2:42]2)CCCC1.C(CC(OCC)=O)#[N:51], predict the reaction product. The product is: [CH:1]1([N:6]2[CH2:12][C:11]3([CH2:15][CH2:14][CH2:13]3)[C:10](=[O:16])[N:9]([CH3:17])[C:8]3[CH:18]=[N:19][C:20]([NH:22][C:23]4[CH:31]=[CH:30][C:26]([C:27]([NH:51][CH:44]5[CH2:41][CH2:40][N:39]([CH3:34])[CH2:42][CH2:43]5)=[O:29])=[CH:25][C:24]=4[O:32][CH3:33])=[N:21][C:7]2=3)[CH2:2][CH2:3][CH2:4][CH2:5]1. (4) The product is: [CH2:1]([C:3]1[CH:4]=[CH:5][C:6]([N:9]2[CH2:13][CH2:12][C:11]3([CH2:18][CH2:17][N:16]([C:23]([N:28]4[CH2:33][CH2:32][CH2:31][CH2:30][CH2:29]4)=[O:22])[CH2:15][CH2:14]3)[C:10]2=[O:19])=[CH:7][CH:8]=1)[CH3:2]. Given the reactants [CH2:1]([C:3]1[CH:8]=[CH:7][C:6]([N:9]2[CH2:13][CH2:12][C:11]3([CH2:18][CH2:17][NH:16][CH2:15][CH2:14]3)[C:10]2=[O:19])=[CH:5][CH:4]=1)[CH3:2].O=C(Cl)[O:22][C:23](Cl)(Cl)Cl.[NH:28]1[CH2:33][CH2:32][CH2:31][CH2:30][CH2:29]1, predict the reaction product. (5) Given the reactants [Cl:1][C:2]1[C:9]([Cl:10])=[CH:8][CH:7]=[CH:6][C:3]=1[CH2:4][NH2:5].Cl[CH2:12][CH2:13][N:14]=[C:15]=[S:16], predict the reaction product. The product is: [ClH:1].[Cl:1][C:2]1[C:9]([Cl:10])=[CH:8][CH:7]=[CH:6][C:3]=1[CH2:4][NH:5][C:15]1[S:16][CH2:12][CH2:13][N:14]=1.